From a dataset of Catalyst prediction with 721,799 reactions and 888 catalyst types from USPTO. Predict which catalyst facilitates the given reaction. (1) Reactant: [BH4-].[Li+].C([O:5][C:6](=O)[C:7]1[CH:12]=[CH:11][CH:10]=[CH:9][C:8]=1[N:13]([S:15]([CH3:18])(=[O:17])=[O:16])[CH3:14])C.[Cl-].[NH4+].S([O-])([O-])(=O)=O.[Na+].[Na+].[Al]. Product: [OH:5][CH2:6][C:7]1[CH:12]=[CH:11][CH:10]=[CH:9][C:8]=1[N:13]([CH3:14])[S:15]([CH3:18])(=[O:17])=[O:16]. The catalyst class is: 217. (2) Reactant: C[Si](C)(C)[N-][Si](C)(C)C.[Li+].[Cl:11][C:12]1[CH:13]=[C:14]([CH:46]=[CH:47][C:48]=1[Cl:49])[O:15][CH:16]1[CH2:21][CH2:20][N:19]([CH2:22][CH:23]2[CH2:28][CH2:27][N:26]([CH2:29][C:30](N3[C@H](C4C=CC=CC=4)[C@H](C)N(C)C3=O)=[O:31])[CH2:25][CH2:24]2)[CH2:18][CH2:17]1.[CH3:50][C:51]1[CH:58]=[CH:57][CH:56]=[CH:55][C:52]=1[CH2:53]Br.[OH2:59]. Product: [Cl:11][C:12]1[CH:13]=[C:14]([CH:46]=[CH:47][C:48]=1[Cl:49])[O:15][CH:16]1[CH2:17][CH2:18][N:19]([CH2:22][CH:23]2[CH2:28][CH2:27][N:26]([C@@H:29]([CH2:50][C:51]3[CH:58]=[CH:57][CH:56]=[CH:55][C:52]=3[CH3:53])[C:30]([OH:59])=[O:31])[CH2:25][CH2:24]2)[CH2:20][CH2:21]1. The catalyst class is: 7. (3) Reactant: C([C:3]1[CH:27]=[CH:26][CH:25]=[CH:24][C:4]=1[C:5]([NH:7][CH:8]1[CH2:13][CH:12]([C:14]2[CH:19]=[CH:18][C:17]([C:20]([F:23])([F:22])[F:21])=[CH:16][CH:15]=2)[CH2:11][NH:10][CH2:9]1)=[O:6])C.[N:28]([CH2:31][CH:32]1[CH2:36][CH2:35][CH2:34][O:33]1)=[C:29]=[O:30].C(N(CC)CC)C. Product: [C:4]1([C:5]([NH:7][CH:8]2[CH2:13][CH:12]([C:14]3[CH:15]=[CH:16][C:17]([C:20]([F:21])([F:22])[F:23])=[CH:18][CH:19]=3)[CH2:11][N:10]([C:29]([NH:28][CH2:31][CH:32]3[CH2:36][CH2:35][CH2:34][O:33]3)=[O:30])[CH2:9]2)=[O:6])[CH:24]=[CH:25][CH:26]=[CH:27][CH:3]=1. The catalyst class is: 1. (4) Reactant: [CH2:1]([OH:5])[CH2:2][CH2:3][CH3:4].C(N(CC)CC)C.[CH3:13][S:14](Cl)(=[O:16])=[O:15]. Product: [CH3:13][S:14]([O:5][CH2:1][CH2:2][CH2:3][CH3:4])(=[O:16])=[O:15]. The catalyst class is: 4. (5) Reactant: CO.[Cl:3][C:4]1[CH:11]=[C:10]([CH3:12])[CH:9]=[CH:8][C:5]=1[CH:6]=[O:7].[BH4-].[Na+]. Product: [Cl:3][C:4]1[CH:11]=[C:10]([CH3:12])[CH:9]=[CH:8][C:5]=1[CH2:6][OH:7]. The catalyst class is: 1. (6) Product: [CH3:1][O:2][C:3]1[CH:25]=[CH:24][C:6]([CH2:7][N:8]2[CH2:17][CH2:16][C:15]3[C:10](=[CH:11][CH:12]=[C:13]([C:18]4([CH:21]=[O:38])[CH2:20][CH2:19]4)[CH:14]=3)[C:9]2=[O:23])=[CH:5][CH:4]=1. The catalyst class is: 426. Reactant: [CH3:1][O:2][C:3]1[CH:25]=[CH:24][C:6]([CH2:7][N:8]2[CH2:17][CH2:16][C:15]3[C:10](=[CH:11][CH:12]=[C:13]([C:18]4([C:21]#N)[CH2:20][CH2:19]4)[CH:14]=3)[C:9]2=[O:23])=[CH:5][CH:4]=1.CC(C[AlH]CC(C)C)C.C1C[O:38]CC1.